From a dataset of Full USPTO retrosynthesis dataset with 1.9M reactions from patents (1976-2016). Predict the reactants needed to synthesize the given product. (1) Given the product [F:19][C:20]1[CH:21]=[C:22]([CH:25]=[CH:26][CH:27]=1)[CH2:23][O:10][C:9](=[O:11])[CH:8]=[CH:7][C:6]1[CH:5]=[CH:4][C:3]([O:12][CH2:23][C:22]2[CH:25]=[CH:26][CH:27]=[C:20]([F:19])[CH:21]=2)=[CH:2][CH:1]=1, predict the reactants needed to synthesize it. The reactants are: [CH:1]1[C:6](/[CH:7]=[CH:8]/[C:9]([OH:11])=[O:10])=[CH:5][CH:4]=[C:3]([OH:12])[CH:2]=1.C(=O)([O-])[O-].[K+].[K+].[F:19][C:20]1[CH:21]=[C:22]([CH:25]=[CH:26][CH:27]=1)[CH2:23]Br. (2) Given the product [F:29][C:2]1([F:1])[CH2:7][CH2:6][N:5]([C:8]([C:10]2[N:11]([C:31]3[CH:32]=[N:33][CH:34]=[N:35][CH:36]=3)[C:12]3[C:17]([CH:18]=2)=[CH:16][C:15]([O:19][CH:20]2[CH2:25][CH2:24][N:23]([CH:26]([CH3:27])[CH3:28])[CH2:22][CH2:21]2)=[CH:14][CH:13]=3)=[O:9])[CH2:4][CH2:3]1, predict the reactants needed to synthesize it. The reactants are: [F:1][C:2]1([F:29])[CH2:7][CH2:6][N:5]([C:8]([C:10]2[NH:11][C:12]3[C:17]([CH:18]=2)=[CH:16][C:15]([O:19][CH:20]2[CH2:25][CH2:24][N:23]([CH:26]([CH3:28])[CH3:27])[CH2:22][CH2:21]2)=[CH:14][CH:13]=3)=[O:9])[CH2:4][CH2:3]1.Br[C:31]1[CH:32]=[N:33][CH:34]=[N:35][CH:36]=1.N[C@@H]1CCCC[C@H]1N.[O-]P([O-])([O-])=O.[K+].[K+].[K+].C(=O)([O-])[O-].[K+].[K+].